The task is: Predict the reactants needed to synthesize the given product.. This data is from Full USPTO retrosynthesis dataset with 1.9M reactions from patents (1976-2016). (1) Given the product [Cl:33][C:34]1[CH:35]=[C:36]([NH:40][C:41]([N:7]2[CH:2]([CH3:1])[CH2:3][C:4]3[NH:10][N:9]=[C:8]([C:11]4[CH:16]=[CH:15][CH:14]=[CH:13][CH:12]=4)[C:5]=3[CH2:6]2)=[O:42])[CH:37]=[CH:38][CH:39]=1, predict the reactants needed to synthesize it. The reactants are: [CH3:1][CH:2]1[NH:7][CH2:6][C:5]2[C:8]([C:11]3[CH:16]=[CH:15][CH:14]=[CH:13][CH:12]=3)=[N:9][NH:10][C:4]=2[CH2:3]1.CC1C2C(C3C=CC=CC=3)=NNC=2CCN1.[Cl:33][C:34]1[CH:39]=[CH:38][CH:37]=[C:36]([N:40]=[C:41]=[O:42])[CH:35]=1.ClC1C=C(NC(N2CCC3NN=C(C4C=CC=CC=4)C=3C2C)=O)C=CC=1. (2) Given the product [OH:1][C:2]1[CH:11]=[CH:10][C:5]2[C:6](=[O:9])/[C:7](=[CH:39]/[C:32]3[C:33]4[C:38](=[CH:37][CH:36]=[CH:35][CH:34]=4)[N:30]([S:27]([CH3:26])(=[O:29])=[O:28])[CH:31]=3)/[O:8][C:4]=2[C:3]=1[CH2:12][N:13]1[CH2:14][CH2:15][N:16]([C:19]([O:21][C:22]([CH3:25])([CH3:24])[CH3:23])=[O:20])[CH2:17][CH2:18]1, predict the reactants needed to synthesize it. The reactants are: [OH:1][C:2]1[CH:11]=[CH:10][C:5]2[C:6](=[O:9])[CH2:7][O:8][C:4]=2[C:3]=1[CH2:12][N:13]1[CH2:18][CH2:17][N:16]([C:19]([O:21][C:22]([CH3:25])([CH3:24])[CH3:23])=[O:20])[CH2:15][CH2:14]1.[CH3:26][S:27]([N:30]1[C:38]2[C:33](=[CH:34][CH:35]=[CH:36][CH:37]=2)[C:32]([CH:39]=O)=[CH:31]1)(=[O:29])=[O:28].N1CCCCC1.